Dataset: Forward reaction prediction with 1.9M reactions from USPTO patents (1976-2016). Task: Predict the product of the given reaction. (1) The product is: [NH2:2][C@:3]1([C:15]([O:17][CH3:18])=[O:16])[CH2:7][CH2:6][C@H:5]([C:8]2[CH:13]=[CH:12][C:11]([C:67]#[C:66][CH2:65][CH2:64][CH2:63][CH2:62][CH2:61][O:60][CH3:59])=[CH:10][CH:9]=2)[CH2:4]1. Given the reactants Cl.[NH2:2][C@:3]1([C:15]([O:17][CH3:18])=[O:16])[CH2:7][CH2:6][C@H:5]([C:8]2[CH:13]=[CH:12][C:11](Br)=[CH:10][CH:9]=2)[CH2:4]1.C1(P(C2CCCCC2)C2C=CC=CC=2C2C(C(C)C)=CC(C(C)C)=CC=2C(C)C)CCCCC1.C(=O)([O-])[O-].[Cs+].[Cs+].[CH3:59][O:60][CH2:61][CH2:62][CH2:63][CH2:64][CH2:65][C:66]#[CH:67], predict the reaction product. (2) Given the reactants O[C:2]1[N:10]=[C:9]([C:11]#[N:12])[N:8]=[C:7]2[C:3]=1[N:4]([CH2:20][C:21]1[CH:26]=[CH:25][C:24]([C:27]([F:30])([F:29])[F:28])=[CH:23][CH:22]=1)[C:5]([C:13]1[CH:18]=[CH:17][CH:16]=[C:15]([CH3:19])[CH:14]=1)=[N:6]2.O=P(Cl)(Cl)[Cl:33], predict the reaction product. The product is: [Cl:33][C:2]1[N:10]=[C:9]([C:11]#[N:12])[N:8]=[C:7]2[C:3]=1[N:4]([CH2:20][C:21]1[CH:26]=[CH:25][C:24]([C:27]([F:30])([F:29])[F:28])=[CH:23][CH:22]=1)[C:5]([C:13]1[CH:18]=[CH:17][CH:16]=[C:15]([CH3:19])[CH:14]=1)=[N:6]2.